The task is: Predict which catalyst facilitates the given reaction.. This data is from Catalyst prediction with 721,799 reactions and 888 catalyst types from USPTO. Reactant: [Br:1][C:2]1[CH:3]=[CH:4][C:5]([O:9][CH3:10])=[C:6]([OH:8])[CH:7]=1.[F:11][C:12]([F:26])([F:25])[O:13][CH2:14][CH2:15][CH2:16]OS(C(F)(F)F)(=O)=O.C([O-])([O-])=O.[K+].[K+]. Product: [Br:1][C:2]1[CH:3]=[CH:4][C:5]([O:9][CH3:10])=[C:6]([O:8][CH2:16][CH2:15][CH2:14][O:13][C:12]([F:26])([F:25])[F:11])[CH:7]=1. The catalyst class is: 23.